Dataset: Reaction yield outcomes from USPTO patents with 853,638 reactions. Task: Predict the reaction yield, written as a fraction of the theoretical maximum amount of product (1.0 means a 100% yield; for example, 0.34 means a 34% yield). (1) The reactants are [CH2:1]([O:3][C:4](=[O:18])/[CH:5]=[C:6](\[NH:8][C:9]1[C:14]([CH3:15])=[CH:13][C:12]([CH3:16])=[CH:11][C:10]=1[CH3:17])/[CH3:7])[CH3:2].[C:19](#[N:26])[C:20]1C=CC=C[CH:21]=1. The catalyst is CC([O-])=O.CC([O-])=O.[Cu+2]. The product is [CH2:1]([O:3][C:4]([C:5]1[C:19]([CH2:20][CH3:21])=[N:26][N:8]([C:9]2[C:14]([CH3:15])=[CH:13][C:12]([CH3:16])=[CH:11][C:10]=2[CH3:17])[C:6]=1[CH3:7])=[O:18])[CH3:2]. The yield is 0.830. (2) The catalyst is C1COCC1. The yield is 0.350. The reactants are Br[C:2]1[CH:3]=[CH:4][C:5]([O:13][CH3:14])=[C:6]([N:8]2[CH2:12][CH2:11][CH2:10][CH2:9]2)[CH:7]=1.[Li]C(C)(C)C.C(O[B:24]1[O:28][C:27]([CH3:30])([CH3:29])[C:26]([CH3:32])([CH3:31])[O:25]1)(C)C. The product is [CH3:14][O:13][C:5]1[CH:4]=[CH:3][C:2]([B:24]2[O:28][C:27]([CH3:30])([CH3:29])[C:26]([CH3:32])([CH3:31])[O:25]2)=[CH:7][C:6]=1[N:8]1[CH2:12][CH2:11][CH2:10][CH2:9]1. (3) The reactants are [Cl:1][C:2]1[CH:7]=[CH:6][N:5]=[C:4]([CH2:8][CH2:9][C:10]([O:12][C:13]([CH3:16])([CH3:15])[CH3:14])=[O:11])[CH:3]=1.ClC1C=CC=C(C(OO)=[O:25])C=1. The catalyst is C(OCC)(=O)C. The product is [Cl:1][C:2]1[CH:7]=[CH:6][N+:5]([O-:25])=[C:4]([CH2:8][CH2:9][C:10]([O:12][C:13]([CH3:16])([CH3:15])[CH3:14])=[O:11])[CH:3]=1. The yield is 0.990. (4) The reactants are Br[C:2]1[N:7]=[CH:6][C:5]([OH:8])=[CH:4][C:3]=1[Cl:9].[C:10]1(B(O)O)[CH:15]=[CH:14][CH:13]=[CH:12][CH:11]=1.C([O-])([O-])=O.[Na+].[Na+]. The catalyst is O1CCOCC1. The product is [Cl:9][C:3]1[CH:4]=[C:5]([OH:8])[CH:6]=[N:7][C:2]=1[C:10]1[CH:15]=[CH:14][CH:13]=[CH:12][CH:11]=1. The yield is 0.680. (5) The reactants are [CH3:1][S:2][C:3]1[N:8]=[C:7]([OH:9])[CH:6]=[C:5]([OH:10])[N:4]=1.[N+:11]([O-])([OH:13])=[O:12]. The catalyst is C(O)(=O)C. The product is [CH3:1][S:2][C:3]1[N:8]=[C:7]([OH:9])[C:6]([N+:11]([O-:13])=[O:12])=[C:5]([OH:10])[N:4]=1. The yield is 0.490. (6) The reactants are Br[C:2]1[CH:7]=[N:6][CH:5]=[C:4]2[N:8]([CH2:11][CH2:12][O:13][CH3:14])[N:9]=[CH:10][C:3]=12.CC1(C)C(C)(C)OB([C:23]2[CH:28]=[CH:27][C:26]([NH2:29])=[CH:25][CH:24]=2)O1.C1(C)C=CC=CC=1.C([O-])([O-])=O.[Na+].[Na+]. The catalyst is O.C(OCC)(=O)C.C1C=CC([P]([Pd]([P](C2C=CC=CC=2)(C2C=CC=CC=2)C2C=CC=CC=2)([P](C2C=CC=CC=2)(C2C=CC=CC=2)C2C=CC=CC=2)[P](C2C=CC=CC=2)(C2C=CC=CC=2)C2C=CC=CC=2)(C2C=CC=CC=2)C2C=CC=CC=2)=CC=1.CCO. The product is [CH3:14][O:13][CH2:12][CH2:11][N:8]1[C:4]2=[CH:5][N:6]=[CH:7][C:2]([C:23]3[CH:28]=[CH:27][C:26]([NH2:29])=[CH:25][CH:24]=3)=[C:3]2[CH:10]=[N:9]1. The yield is 0.470. (7) The reactants are [CH3:1][C:2]1[C:6]([C:7]([NH2:9])=[O:8])=[C:5]([NH:10][C:11](=O)[CH2:12][CH:13]([CH3:15])[CH3:14])[S:4][N:3]=1. The catalyst is N. The product is [CH2:12]([C:11]1[NH:9][C:7](=[O:8])[C:6]2[C:2]([CH3:1])=[N:3][S:4][C:5]=2[N:10]=1)[CH:13]([CH3:15])[CH3:14]. The yield is 0.380. (8) The reactants are [CH3:1][C:2]1[S:3][C:4]([C:8]2[CH:30]=[CH:29][C:11]([CH2:12][NH:13][C:14]([C@@H:16]3[CH2:20][C@@H:19]([OH:21])[CH2:18][N:17]3C(OC(C)(C)C)=O)=[O:15])=[CH:10][CH:9]=2)=[C:5]([CH3:7])[N:6]=1.[ClH:31].O1CCOCC1. The catalyst is CO.ClCCl. The product is [ClH:31].[CH3:1][C:2]1[S:3][C:4]([C:8]2[CH:9]=[CH:10][C:11]([CH2:12][NH:13][C:14]([C@@H:16]3[CH2:20][C@@H:19]([OH:21])[CH2:18][NH:17]3)=[O:15])=[CH:29][CH:30]=2)=[C:5]([CH3:7])[N:6]=1. The yield is 0.990.